The task is: Regression. Given two drug SMILES strings and cell line genomic features, predict the synergy score measuring deviation from expected non-interaction effect.. This data is from NCI-60 drug combinations with 297,098 pairs across 59 cell lines. (1) Drug 1: CC(CN1CC(=O)NC(=O)C1)N2CC(=O)NC(=O)C2. Drug 2: CC1=C(C(=O)C2=C(C1=O)N3CC4C(C3(C2COC(=O)N)OC)N4)N. Cell line: K-562. Synergy scores: CSS=40.4, Synergy_ZIP=-6.79, Synergy_Bliss=-1.73, Synergy_Loewe=-4.56, Synergy_HSA=1.52. (2) Drug 1: CC1OCC2C(O1)C(C(C(O2)OC3C4COC(=O)C4C(C5=CC6=C(C=C35)OCO6)C7=CC(=C(C(=C7)OC)O)OC)O)O. Drug 2: C1=CC(=CC=C1C#N)C(C2=CC=C(C=C2)C#N)N3C=NC=N3. Cell line: IGROV1. Synergy scores: CSS=22.4, Synergy_ZIP=-11.2, Synergy_Bliss=-1.49, Synergy_Loewe=-2.80, Synergy_HSA=0.635. (3) Drug 1: C1CN1P(=S)(N2CC2)N3CC3. Drug 2: C1CN(P(=O)(OC1)NCCCl)CCCl. Cell line: HL-60(TB). Synergy scores: CSS=67.8, Synergy_ZIP=1.55, Synergy_Bliss=3.04, Synergy_Loewe=-41.4, Synergy_HSA=2.44.